Dataset: Catalyst prediction with 721,799 reactions and 888 catalyst types from USPTO. Task: Predict which catalyst facilitates the given reaction. (1) Reactant: [CH3:1][CH:2]1[NH:6][CH2:5][C:4]2([CH2:11][CH2:10][N:9]([CH3:12])[CH2:8][CH2:7]2)[O:3]1.C1(N=C=NC2CCCCC2)CCCCC1.[NH:28]1[C:36]2[C:31](=[CH:32][CH:33]=[CH:34][CH:35]=2)[C:30]([CH2:37][CH2:38][C:39](O)=[O:40])=[CH:29]1. Product: [CH3:1][CH:2]1[N:6]([C:39](=[O:40])[CH2:38][CH2:37][C:30]2[C:31]3[C:36](=[CH:35][CH:34]=[CH:33][CH:32]=3)[NH:28][CH:29]=2)[CH2:5][C:4]2([CH2:11][CH2:10][N:9]([CH3:12])[CH2:8][CH2:7]2)[O:3]1. The catalyst class is: 4. (2) Reactant: C(N(C(C)C)CC)(C)C.[C@@H:10]1([C:16]([OH:18])=O)[CH2:12][C@@H:11]1[C:13]([OH:15])=[O:14].[CH3:19][NH:20][CH2:21][CH2:22][CH3:23].F[P-](F)(F)(F)(F)F.N1(OC(N(C)C)=[N+](C)C)C2C=CC=CC=2N=N1.C1C=CC2N(O)N=NC=2C=1. Product: [CH3:19][N:20]([CH2:21][CH2:22][CH3:23])[C:16]([C@H:10]1[CH2:12][C@H:11]1[C:13]([OH:15])=[O:14])=[O:18]. The catalyst class is: 204. (3) Reactant: Cl[CH2:2][C:3]1[N:8]=[C:7]([NH2:9])[CH:6]=[CH:5][N:4]=1.[C:10]([NH:14][C:15]([CH:17]1[CH2:22][CH2:21][NH:20][CH2:19][CH2:18]1)=[O:16])([CH3:13])([CH3:12])[CH3:11].C(Cl)Cl.[OH-].[Na+]. Product: [C:10]([NH:14][C:15]([CH:17]1[CH2:22][CH2:21][N:20]([CH2:2][C:3]2[N:8]=[C:7]([NH2:9])[CH:6]=[CH:5][N:4]=2)[CH2:19][CH2:18]1)=[O:16])([CH3:13])([CH3:11])[CH3:12]. The catalyst class is: 24. (4) Reactant: Cl.[F:2][C:3]1[CH:8]=[CH:7][C:6]([C:9](=[O:29])[CH2:10][CH2:11][CH2:12][N:13]2[CH2:28][CH2:27][C@@H:16]3[N:17]4[C:26]5[C:25]([C@@H:15]3[CH2:14]2)=[CH:24][CH:23]=[CH:22][C:21]=5[NH:20][CH2:19][CH2:18]4)=[CH:5][CH:4]=1.[BH4-].[Na+]. Product: [F:2][C:3]1[CH:8]=[CH:7][C:6]([CH:9]([OH:29])[CH2:10][CH2:11][CH2:12][N:13]2[CH2:28][CH2:27][C@@H:16]3[N:17]4[C:26]5[C:25]([C@@H:15]3[CH2:14]2)=[CH:24][CH:23]=[CH:22][C:21]=5[NH:20][CH2:19][CH2:18]4)=[CH:5][CH:4]=1. The catalyst class is: 5. (5) Reactant: [CH3:1][C:2]1[CH:7]=[C:6]([CH3:8])[N:5]2[N:9]=[C:10]([CH2:12][OH:13])[N:11]=[C:4]2[N:3]=1.C(O)(=O)C.C(O)(=O)C.IC1C=CC=CC=1. Product: [CH3:1][C:2]1[CH:7]=[C:6]([CH3:8])[N:5]2[N:9]=[C:10]([CH:12]=[O:13])[N:11]=[C:4]2[N:3]=1. The catalyst class is: 2. (6) Reactant: [N+:1]([C:4]1[S:5][CH:6]=[C:7]([C:9]([OH:11])=O)[CH:8]=1)([O-:3])=[O:2].C(N(C(C)C)CC)(C)C.[NH2:21][CH:22]1[CH2:27][CH2:26][N:25]([CH2:28][C:29]2[CH:34]=[CH:33][CH:32]=[CH:31][CH:30]=2)[CH2:24][CH2:23]1.O. Product: [CH2:28]([N:25]1[CH2:26][CH2:27][CH:22]([NH:21][C:9]([C:7]2[CH:8]=[C:4]([N+:1]([O-:3])=[O:2])[S:5][CH:6]=2)=[O:11])[CH2:23][CH2:24]1)[C:29]1[CH:30]=[CH:31][CH:32]=[CH:33][CH:34]=1. The catalyst class is: 4. (7) Reactant: [CH2:1]([O:8][C:9]1[CH:10]=[C:11]([CH:16]=[C:17]([O:19][CH:20]([CH3:22])[CH3:21])[CH:18]=1)[C:12]([O:14]C)=[O:13])[C:2]1[CH:7]=[CH:6][CH:5]=[CH:4][CH:3]=1.C1COCC1.[OH-].[Na+]. Product: [CH2:1]([O:8][C:9]1[CH:10]=[C:11]([CH:16]=[C:17]([O:19][CH:20]([CH3:22])[CH3:21])[CH:18]=1)[C:12]([OH:14])=[O:13])[C:2]1[CH:3]=[CH:4][CH:5]=[CH:6][CH:7]=1. The catalyst class is: 5.